From a dataset of Full USPTO retrosynthesis dataset with 1.9M reactions from patents (1976-2016). Predict the reactants needed to synthesize the given product. (1) Given the product [CH2:6]([O:5][CH2:4][CH2:3][CH2:2][N:42]([CH:16]([OH:17])[CH2:15][CH3:14])[CH:29]1[CH:28]([S:25]([C:22]2[CH:21]=[CH:20][C:19]([Cl:18])=[CH:24][CH:23]=2)(=[O:26])=[O:27])[C:37]2[C:32](=[C:33]([F:39])[CH:34]=[CH:35][C:36]=2[F:38])[O:31][CH2:30]1)[C:7]1[CH:12]=[CH:11][CH:10]=[CH:9][CH:8]=1, predict the reactants needed to synthesize it. The reactants are: Br[CH2:2][CH2:3][CH2:4][O:5][CH2:6][C:7]1[CH:12]=[CH:11][CH:10]=[CH:9][CH:8]=1.N[CH2:14][CH2:15][CH2:16][OH:17].[Cl:18][C:19]1[CH:24]=[CH:23][C:22]([S:25]([C:28]2[C:37]3[C:32](=[C:33]([F:39])[CH:34]=[CH:35][C:36]=3[F:38])[O:31][CH2:30][CH:29]=2)(=[O:27])=[O:26])=[CH:21][CH:20]=1.C([N:42](CC)CC)C. (2) The reactants are: [C:1](#[N:5])[CH2:2][C:3]#[N:4].[H-].[Na+].Cl[C:9]1[CH:14]=[C:13]([Cl:15])[N:12]=[C:11]([N:16]2[CH2:21][CH2:20][O:19][CH2:18][CH2:17]2)[N:10]=1.[OH-].[Na+].Cl. Given the product [Cl:15][C:13]1[N:12]=[C:11]([N:16]2[CH2:21][CH2:20][O:19][CH2:18][CH2:17]2)[N:10]=[C:9]([CH:2]([C:1]#[N:5])[C:3]#[N:4])[CH:14]=1, predict the reactants needed to synthesize it. (3) Given the product [C:22]([O:21][C@@H:19]1[CH2:20][C:15]2[C@@:16]([CH3:25])([C@@H:11]3[C@@H:12]([CH2:13][CH:14]=2)[C@H:7]2[C@@:8]([CH3:26])([C@@H:4]([C:2]4([CH3:1])[O:46][CH2:45][CH2:44][O:3]4)[CH2:5][CH2:6]2)[CH2:9][CH2:10]3)[CH2:17][CH2:18]1)(=[O:23])[CH3:24], predict the reactants needed to synthesize it. The reactants are: [CH3:1][C:2]([C@@H:4]1[C@@:8]2([CH3:26])[CH2:9][CH2:10][C@@H:11]3[C@@:16]4([CH3:25])[CH2:17][CH2:18][C@H:19]([O:21][C:22]([CH3:24])=[O:23])[CH2:20][C:15]4=[CH:14][CH2:13][C@H:12]3[C@@H:7]2[CH2:6][CH2:5]1)=[O:3].C1(C)C=CC(S([O-])(=O)=O)=CC=1.[NH+]1C=CC=CC=1.[CH2:44](O)[CH2:45][OH:46]. (4) The reactants are: [CH3:1][S:2]([NH:5][C:6]1[CH:7]=[C:8]([CH:18]=[CH:19][CH:20]=1)[CH2:9][NH:10]C(=O)OC(C)(C)C)(=[O:4])=[O:3].[ClH:21]. Given the product [ClH:21].[NH2:10][CH2:9][C:8]1[CH:7]=[C:6]([NH:5][S:2]([CH3:1])(=[O:4])=[O:3])[CH:20]=[CH:19][CH:18]=1, predict the reactants needed to synthesize it. (5) Given the product [Cl:1][C:2]1[CH:3]=[CH:4][C:5]([CH2:6][CH:7]2[C:8]([CH2:26][N:27]3[CH:31]=[N:30][CH:29]=[N:28]3)([OH:32])[C:9]([CH2:12][Cl:40])([CH2:13][CH3:14])[CH2:10][CH2:11]2)=[CH:33][CH:34]=1, predict the reactants needed to synthesize it. The reactants are: [Cl:1][C:2]1[CH:34]=[CH:33][C:5]([CH2:6][CH:7]2[CH2:11][CH2:10][C:9]([CH2:13][CH2:14]OS(C3C=CC(C)=CC=3)(=O)=O)([CH3:12])[C:8]2([OH:32])[CH2:26][N:27]2[CH:31]=[N:30][CH:29]=[N:28]2)=[CH:4][CH:3]=1.CN(C=O)C.[Cl-:40].[Li+]. (6) Given the product [CH3:21][Si:22]([O:20][CH:14]1[CH2:19][CH2:18][CH2:17][CH2:16][CH2:15]1)([CH3:29])[C:23]1[CH:28]=[CH:27][CH:26]=[CH:25][CH:24]=1, predict the reactants needed to synthesize it. The reactants are: CCCCCCCCCCCCC.[C:14]1(=[O:20])[CH2:19][CH2:18][CH2:17][CH2:16][CH2:15]1.[CH3:21][SiH:22]([CH3:29])[C:23]1[CH:28]=[CH:27][CH:26]=[CH:25][CH:24]=1. (7) Given the product [CH3:1][O:2][C:3]([C@@H:5]1[CH2:9][CH2:8][CH:7]([O:10][C:18](=[O:20])[CH3:19])[N:6]1[C:11]([O:13][C:14]([CH3:17])([CH3:16])[CH3:15])=[O:12])=[O:4], predict the reactants needed to synthesize it. The reactants are: [CH3:1][O:2][C:3]([C@@H:5]1[CH2:9][CH2:8][C:7](=[O:10])[N:6]1[C:11]([O:13][C:14]([CH3:17])([CH3:16])[CH3:15])=[O:12])=[O:4].[C:18](OC(=O)C)(=[O:20])[CH3:19].CCN(CC)CC. (8) Given the product [CH3:16][O:15][C:12]1[CH:13]=[CH:14][C:9]([NH:8][C:6]2[C:5]([N+:17]([O-:19])=[O:18])=[CH:4][N:3]=[C:2]([NH:26][C:23]3[CH:24]=[CH:25][N:21]([CH3:20])[N:22]=3)[N:7]=2)=[CH:10][CH:11]=1, predict the reactants needed to synthesize it. The reactants are: Cl[C:2]1[N:7]=[C:6]([NH:8][C:9]2[CH:14]=[CH:13][C:12]([O:15][CH3:16])=[CH:11][CH:10]=2)[C:5]([N+:17]([O-:19])=[O:18])=[CH:4][N:3]=1.[CH3:20][N:21]1[CH:25]=[CH:24][C:23]([NH2:26])=[N:22]1.C(N(C(C)C)C(C)C)C.O. (9) Given the product [CH:31]([O:33][CH2:34][CH2:35][O:36][NH:37][C:19]([C:11]1[CH:12]=[CH:13][C:14]2[S:18][N:17]=[CH:16][C:15]=2[C:10]=1[NH:9][C:3]1[CH:4]=[CH:5][C:6]([I:8])=[CH:7][C:2]=1[F:1])=[O:21])=[CH2:32], predict the reactants needed to synthesize it. The reactants are: [F:1][C:2]1[CH:7]=[C:6]([I:8])[CH:5]=[CH:4][C:3]=1[NH:9][C:10]1[C:15]2[CH:16]=[N:17][S:18][C:14]=2[CH:13]=[CH:12][C:11]=1[C:19]([OH:21])=O.CCN(C(C)C)C(C)C.[CH:31]([O:33][CH2:34][CH2:35][O:36][NH2:37])=[CH2:32].C1C=CC2N(O)N=NC=2C=1.CCN=C=NCCCN(C)C. (10) Given the product [CH2:1]([N:8]1[C:17]2[C:12](=[CH:13][C:14]([C:18]#[N:19])=[CH:15][C:16]=2[Cl:33])[CH2:11][CH:10]([NH:20][S:21]([C:24]2[CH:29]=[CH:28][CH:27]=[CH:26][CH:25]=2)(=[O:23])=[O:22])[CH2:9]1)[C:2]1[CH:3]=[CH:4][CH:5]=[CH:6][CH:7]=1, predict the reactants needed to synthesize it. The reactants are: [CH2:1]([N:8]1[C:17]2[C:12](=[CH:13][C:14]([C:18]#[N:19])=[CH:15][CH:16]=2)[CH2:11][CH:10]([NH:20][S:21]([C:24]2[CH:29]=[CH:28][CH:27]=[CH:26][CH:25]=2)(=[O:23])=[O:22])[CH2:9]1)[C:2]1[CH:7]=[CH:6][CH:5]=[CH:4][CH:3]=1.I([Cl:33])(=O)=O.I(Cl)(=O)=O.I(Cl)(=O)=O.I(Cl)(=O)=O.C([N+](C)(C)C)C1C=CC=CC=1.